This data is from Full USPTO retrosynthesis dataset with 1.9M reactions from patents (1976-2016). The task is: Predict the reactants needed to synthesize the given product. Given the product [CH:15]1([C:13](=[O:14])[CH2:12][O:8][CH2:7][CH:5]2[CH2:4][O:3][C:2]([CH3:9])([CH3:1])[O:6]2)[CH2:17][CH2:16]1, predict the reactants needed to synthesize it. The reactants are: [CH3:1][C:2]1([CH3:9])[O:6][CH:5]([CH2:7][OH:8])[CH2:4][O:3]1.[Na].Br[CH2:12][C:13]([CH:15]1[CH2:17][CH2:16]1)=[O:14].